Dataset: M1 muscarinic receptor antagonist screen with 61,756 compounds. Task: Binary Classification. Given a drug SMILES string, predict its activity (active/inactive) in a high-throughput screening assay against a specified biological target. (1) The compound is O=C(Nc1cc2OCOc2cc1)C1CCN(CC1)c1nc(ccn1)C. The result is 0 (inactive). (2) The compound is O1CCN(CCCN(C(=O)NC2CCCCC2)Cc2cc3c([nH]c2=O)c(c(cc3)C)C)CC1. The result is 0 (inactive). (3) The compound is S1C2C(C3CC2CC3)C(c2sc(=O)[nH]c12)c1ccccc1. The result is 0 (inactive). (4) The molecule is Clc1c(S(=O)(=O)n2nc(cc2C)C)ccc(Cl)c1Cl. The result is 0 (inactive). (5) The drug is s1c(CN(CC(=O)NC(C)(C)C)C(=O)c2nnsc2)ccc1. The result is 0 (inactive). (6) The result is 0 (inactive). The molecule is o1c2c(C(N(C2=O)CCOC)c2cc(OC)ccc2)c(=O)c2c1cccc2. (7) The compound is S1(=O)(=O)N=C(N2C(Cc3c2cccc3)C)c2c1cccc2. The result is 0 (inactive). (8) The result is 0 (inactive). The compound is S(c1n2c(=NC(CC(=O)NCCCC)C2=O)c2c(n1)cccc2)CC(=O)Nc1cc(ccc1)C. (9) The drug is Clc1ccc(S(=O)(=O)N2CCN(C(=O)NC34CC5CC(C3)CC(C4)C5)CC2)cc1. The result is 0 (inactive).